This data is from Full USPTO retrosynthesis dataset with 1.9M reactions from patents (1976-2016). The task is: Predict the reactants needed to synthesize the given product. (1) Given the product [Cl:2][C:3]1[CH:4]=[C:5]([C:9]2[CH:14]=[CH:13][C:12]([C:15]([CH:17]3[CH2:18][CH2:19][N:20]([C:24]4[N:29]=[CH:28][CH:27]=[CH:26][N:25]=4)[CH2:21][CH2:22]3)=[O:16])=[CH:11][CH:10]=2)[CH:6]=[CH:7][CH:8]=1, predict the reactants needed to synthesize it. The reactants are: Cl.[Cl:2][C:3]1[CH:4]=[C:5]([C:9]2[CH:14]=[CH:13][C:12]([C:15]([CH:17]3[CH2:22][CH2:21][NH:20][CH2:19][CH2:18]3)=[O:16])=[CH:11][CH:10]=2)[CH:6]=[CH:7][CH:8]=1.Cl[C:24]1[N:29]=[CH:28][CH:27]=[CH:26][N:25]=1.C(=O)([O-])[O-].[K+].[K+].O. (2) Given the product [C:1]([O-:5])(=[O:4])[CH:2]=[CH2:3].[C:1]([O:5][CH2:6][CH2:7][CH2:8][CH3:9])(=[O:4])[CH:2]=[CH2:3].[C:10]([OH:14])(=[O:13])[CH:11]=[CH2:12].[C:15]([O:19][CH2:20][CH2:21][OH:22])(=[O:18])[CH:16]=[CH2:17], predict the reactants needed to synthesize it. The reactants are: [C:1]([O:5][CH2:6][CH2:7][CH2:8][CH3:9])(=[O:4])[CH:2]=[CH2:3].[C:10]([OH:14])(=[O:13])[CH:11]=[CH2:12].[C:15]([O:19][CH2:20][CH2:21][OH:22])(=[O:18])[CH:16]=[CH2:17]. (3) Given the product [Cl:15][C:16]1[CH:17]=[CH:18][C:19]([C:24]([F:27])([F:26])[F:25])=[C:20]([CH:23]=1)[CH2:21][S:11]([C:9]1[S:10][C:6]2[CH:5]=[CH:4][N:3]=[C:2]([N:38]3[CH2:37][CH2:36][N:35]([C:33]([O:32][C:28]([CH3:31])([CH3:30])[CH3:29])=[O:34])[CH2:40][CH2:39]3)[C:7]=2[CH:8]=1)(=[O:13])=[O:12], predict the reactants needed to synthesize it. The reactants are: Cl[C:2]1[C:7]2[CH:8]=[C:9]([S:11]([O-:13])=[O:12])[S:10][C:6]=2[CH:5]=[CH:4][N:3]=1.[Li+].[Cl:15][C:16]1[CH:17]=[CH:18][C:19]([C:24]([F:27])([F:26])[F:25])=[C:20]([CH:23]=1)[CH2:21]Br.[C:28]([O:32][C:33]([N:35]1[CH2:40][CH2:39][NH:38][CH2:37][CH2:36]1)=[O:34])([CH3:31])([CH3:30])[CH3:29].